This data is from Peptide-MHC class I binding affinity with 185,985 pairs from IEDB/IMGT. The task is: Regression. Given a peptide amino acid sequence and an MHC pseudo amino acid sequence, predict their binding affinity value. This is MHC class I binding data. (1) The peptide sequence is YTAVVPLVY. The MHC is Patr-A0701 with pseudo-sequence Patr-A0701. The binding affinity (normalized) is 0. (2) The peptide sequence is NIDPEHLDY. The MHC is HLA-A01:01 with pseudo-sequence HLA-A01:01. The binding affinity (normalized) is 0.677.